This data is from Forward reaction prediction with 1.9M reactions from USPTO patents (1976-2016). The task is: Predict the product of the given reaction. (1) Given the reactants [Cl:1][C:2]1[CH:7]=[CH:6][C:5]([C:8]2[N:9]=[C:10]([CH2:26][OH:27])[C:11]([C:21]([O:23]CC)=[O:22])=[N:12][C:13]=2[C:14]2[CH:19]=[CH:18][C:17]([Cl:20])=[CH:16][CH:15]=2)=[CH:4][CH:3]=1.[F:28][C:29]1[CH:36]=[CH:35][C:32]([CH2:33]Br)=[CH:31][CH:30]=1.[OH-].[Na+].Cl, predict the reaction product. The product is: [Cl:1][C:2]1[CH:3]=[CH:4][C:5]([C:8]2[N:9]=[C:10]([CH2:26][O:27][CH2:33][C:32]3[CH:35]=[CH:36][C:29]([F:28])=[CH:30][CH:31]=3)[C:11]([C:21]([OH:23])=[O:22])=[N:12][C:13]=2[C:14]2[CH:19]=[CH:18][C:17]([Cl:20])=[CH:16][CH:15]=2)=[CH:6][CH:7]=1. (2) Given the reactants [CH2:1]([O:8][C:9](=[O:19])[NH:10][C@@H:11]1[CH2:16][CH2:15][CH2:14][CH2:13][C@H:12]1[CH2:17][OH:18])[C:2]1[CH:7]=[CH:6][CH:5]=[CH:4][CH:3]=1.[C:20]1([CH3:30])[CH:25]=[CH:24][C:23]([S:26](Cl)(=[O:28])=[O:27])=[CH:22][CH:21]=1, predict the reaction product. The product is: [CH2:1]([O:8][C:9]([NH:10][C@@H:11]1[CH2:16][CH2:15][CH2:14][CH2:13][C@H:12]1[CH2:17][O:18][S:26]([C:23]1[CH:24]=[CH:25][C:20]([CH3:30])=[CH:21][CH:22]=1)(=[O:28])=[O:27])=[O:19])[C:2]1[CH:3]=[CH:4][CH:5]=[CH:6][CH:7]=1. (3) Given the reactants [Cl:1][C:2]1[N:7]=[C:6]([Cl:8])[CH:5]=[C:4](Cl)[N:3]=1.C(N(CC)CC)C.[CH3:17][NH:18][C@@H:19]([CH3:22])[CH2:20][OH:21], predict the reaction product. The product is: [Cl:1][C:2]1[N:3]=[C:4]([N:18]([CH3:17])[C@@H:19]([CH3:22])[CH2:20][OH:21])[CH:5]=[C:6]([Cl:8])[N:7]=1. (4) Given the reactants [CH3:1][O:2][C:3](=[O:16])[CH2:4][C:5]1[C:6]([CH3:15])=[CH:7][N:8]2[C:13]=1[CH:12]=[CH:11][C:10]([F:14])=[CH:9]2.[CH3:17][S:18]([C:21]1[CH:26]=[CH:25][C:24]([S:27][S:27][C:24]2[CH:25]=[CH:26][C:21]([S:18]([CH3:17])(=[O:20])=[O:19])=[CH:22][CH:23]=2)=[CH:23][CH:22]=1)(=[O:20])=[O:19], predict the reaction product. The product is: [CH3:1][O:2][C:3](=[O:16])[CH2:4][C:5]1[C:6]([CH3:15])=[C:7]([S:27][C:24]2[CH:25]=[CH:26][C:21]([S:18]([CH3:17])(=[O:20])=[O:19])=[CH:22][CH:23]=2)[N:8]2[C:13]=1[CH:12]=[CH:11][C:10]([F:14])=[CH:9]2. (5) Given the reactants F[C:2]1[N:9]=[CH:8][CH:7]=[CH:6][C:3]=1[C:4]#[N:5].[CH2:10]([NH2:17])[C:11]1[CH:16]=[CH:15][CH:14]=[CH:13][CH:12]=1, predict the reaction product. The product is: [CH2:10]([NH:17][C:2]1[N:9]=[CH:8][CH:7]=[CH:6][C:3]=1[C:4]#[N:5])[C:11]1[CH:16]=[CH:15][CH:14]=[CH:13][CH:12]=1. (6) Given the reactants [C:1]1([CH:7]([C:11]2[CH:16]=[CH:15][CH:14]=[CH:13][CH:12]=2)[C:8]([NH2:10])=[O:9])[CH:6]=[CH:5][CH:4]=[CH:3][CH:2]=1.[CH2:17]([C:22](Cl)=[O:23])[CH2:18][CH2:19][CH2:20][CH3:21], predict the reaction product. The product is: [C:1]1([CH:7]([C:11]2[CH:16]=[CH:15][CH:14]=[CH:13][CH:12]=2)[C:8]([NH:10][C:22]([CH2:17][CH2:18][CH2:19][CH2:20][CH3:21])=[O:23])=[O:9])[CH:2]=[CH:3][CH:4]=[CH:5][CH:6]=1.